From a dataset of Catalyst prediction with 721,799 reactions and 888 catalyst types from USPTO. Predict which catalyst facilitates the given reaction. (1) Reactant: [OH:1][B:2]1[C:6]2[CH:7]=[C:8]([NH:11][S:12]([C:15]3[CH:20]=[CH:19][C:18]([O:21][CH3:22])=[CH:17][C:16]=3[CH2:23][C:24]([OH:26])=O)(=[O:14])=[O:13])[CH:9]=[CH:10][C:5]=2[CH2:4][O:3]1.[CH2:27]([NH2:29])[CH3:28].CN(C(ON1N=NC2C=CC=NC1=2)=[N+](C)C)C.F[P-](F)(F)(F)(F)F.O. Product: [CH2:27]([NH:29][C:24](=[O:26])[CH2:23][C:16]1[CH:17]=[C:18]([O:21][CH3:22])[CH:19]=[CH:20][C:15]=1[S:12](=[O:14])(=[O:13])[NH:11][C:8]1[CH:9]=[CH:10][C:5]2[CH2:4][O:3][B:2]([OH:1])[C:6]=2[CH:7]=1)[CH3:28]. The catalyst class is: 3. (2) Product: [Br:1][CH:2]([CH2:6][CH2:7][Br:8])[C:3]([NH:23][C:20]1[CH:19]=[CH:18][C:17]([NH:16][C:14]([O:13][C:9]([CH3:12])([CH3:11])[CH3:10])=[O:15])=[CH:22][CH:21]=1)=[O:4]. The catalyst class is: 4. Reactant: [Br:1][CH:2]([CH2:6][CH2:7][Br:8])[C:3](Br)=[O:4].[C:9]([O:13][C:14]([NH:16][C:17]1[CH:22]=[CH:21][C:20]([NH2:23])=[CH:19][CH:18]=1)=[O:15])([CH3:12])([CH3:11])[CH3:10].[NH4+].[Cl-]. (3) Reactant: [CH3:1][C:2]1[CH:7]=[CH:6][C:5]([NH:8][C:9](=[NH:19])[CH2:10][C:11](=[O:18])[C:12]2[CH:17]=[CH:16][CH:15]=[CH:14][CH:13]=2)=[CH:4][CH:3]=1.[C:20](OC)(=[O:23])[C:21]#[CH:22]. Product: [NH2:19][C:9]1[N:8]([C:5]2[CH:6]=[CH:7][C:2]([CH3:1])=[CH:3][CH:4]=2)[C:20](=[O:23])[CH:21]=[CH:22][C:10]=1[C:11](=[O:18])[C:12]1[CH:13]=[CH:14][CH:15]=[CH:16][CH:17]=1. The catalyst class is: 5.